Binary Classification. Given two protein amino acid sequences, predict whether they physically interact or not. From a dataset of Human Reference Interactome with 51,813 positive PPI pairs across 8,248 proteins, plus equal number of experimentally-validated negative pairs. (1) Protein 1 (ENSG00000165810) has sequence MVDLSVSPDSLKPVSLTSSLVFLMHLLLLQPGEPSSEVKVLGPEYPILALVGEEVEFPCHLWPQLDAQQMEIRWFRSQTFNVVHLYQEQQELPGRQMPAFRNRTKLVKDDIAYGSVVLQLHSIIPSDKGTYGCRFHSDNFSGEALWELEVAGLGSDPHLSLEGFKEGGIQLRLRSSGWYPKPKVQWRDHQGQCLPPEFEAIVWDAQDLFSLETSVVVRAGALSNVSVSIQNLLLSQKKELVVQIADVFVPGASAWKSAFVATLPLLLVLAALALGVLRKQRRSREKLRKQAEKRQEKLTA.... Protein 2 (ENSG00000186976) has sequence MCKMAIIPDWLRSHPHTRKFTHSRPHSSPCRVYSRNGSPNKFRSSSTTAVANPTLSSLDVKRILFQKITDRGDELQKAFQLLDTGQNLTVSKSELRRIITDFLMPLTREQFQDVLAQIPLSTSGTVPYLAFLSRFGGIDLYINGIKRGGGNEMNCCRTLRELEIQVGEKVFKNIKTVMKAFELIDVNKTGLVRPQELRRVLETFCMKLRDEEYEKFSKHYNIHKDTAVDYNVFLKNLSINNDLNLRYCMGNQEVSLENQQAKNSKKERLLGSASSEDIWRNYSLDEIERNFCLQLSKSYE.... Result: 0 (the proteins do not interact). (2) Protein 1 (ENSG00000165688) has sequence MAAVVLAATRLLRGSGSWGCSRLRFGPPAYRRFSSGGAYPNIPLSSPLPGVPKPVFATVDGQEKFETKVTTLDNGLRVASQNKFGQFCTVGILINSGSRYEAKYLSGIAHFLEKLAFSSTARFDSKDEILLTLEKHGGICDCQTSRDTTMYAVSADSKGLDTVVALLADVVLQPRLTDEEVEMTRMAVQFELEDLNLRPDPEPLLTEMIHEAAYRENTVGLHRFCPTENVAKINREVLHSYLRNYYTPDRMVLAGVGVEHEHLVDCARKYLLGVQPAWGSAEAVDIDRSVAQYTGGIAKL.... Protein 2 (ENSG00000148688) has sequence MAVFADLDLRAGSDLKALRGLVETAAHRELPRLRAWPTSCHPDHRATLRIGYSVVAINHIVDFKEKKQEIEKPVAVSELFTTLPIVQGKSRPIKILTRLTIIVSDPSHCNVLRATSSRARLYDVVAVFPKTEKLFHIACTHLDVDLVCITVTEKLPFYFKRPPINVAIDRGLAFELVYSPAIKDSTMRRYTISSALNLMQICKGKNVIISSAAERPLEIRGPYDVANLGLLFGLSESDAKAAVSTNCRAALLHGMAVFADLDLRAGSDLKALRGLVETAAHLGYSVVAINHIVDFKEKKQ.... Result: 0 (the proteins do not interact). (3) Protein 1 (ENSG00000067167) has sequence MAIRKKSTKSPPVLSHEFVLQNHADIVSCVAMVFLLGLMFEITAKASIIFVTLQYNVTLPATEEQATESVSLYYYGIKDLATVFFYMLVAIIIHAVIQEYMLDKINRRMHFSKTKHSKFNESGQLSAFYLFACVWGTFILISENYISDPTILWRAYPHNLMTFQMKFFYISQLAYWLHAFPELYFQKTKKEDIPRQLVYIGLYLFHIAGAYLLNLNHLGLVLLVLHYFVEFLFHISRLFYFSNEKYQKGFSLWAVLFVLGRLLTLILSVLTVGFGLARAENQKLDFSTGNFNVLAVRIAV.... Protein 2 (ENSG00000221821) has sequence MERPRSPQCSAPASASASVTLAQLLQLVQQGQELPGLEKRHIAAIHGEPTASRLPRRPKPWEAAALAESLPPPTLRIGTAPAEPGLVEAATAPSSWHTVGP*. Result: 0 (the proteins do not interact). (4) Protein 1 (ENSG00000078967) has sequence MALKRIQKELTDLQRDPPAQCSAGPVGDDLFHWQATIMGPNDSPYQGGVFFLTIHFPTDYPFKPPKVAFTTKIYHPNINSNGSICLDILRSQWSPALTVSKVLLSICSLLCDPNPDDPLVPEIAHTYKADREKYNRLAREWTQKYAM*MALKRIQKELTDLQRDPPAQCSAGPVGDDLFHWQATIMGPNDSPYQGGVFFLTIHFPTDYPFKPPKVRSLSQLP*MALKRIQKAVQEAWCQHLLLVRPQEAYNHGRKQRRSRRVTWN*MALKRIQKELTDLQRDPPAQCSAGPVGDDLFHWQ.... Protein 2 (ENSG00000174348) has sequence MAQSRVLLLLLLLPPQLHLGPVLAVRAPGFGRSGGHSLSPEENEFAEEEPVLVLSPEEPGPGPAAVSCPRDCACSQEGVVDCGGIDLREFPGDLPEHTNHLSLQNNQLEKIYPEELSRLHRLETLNLQNNRLTSRGLPEKAFEHLTNLNYLYLANNKLTLAPRFLPNALISVDFAANYLTKIYGLTFGQKPNLRSVYLHNNKLADAGLPDNMFNGSSNVEVLILSSNFLRHVPKHLPPALYKLHLKNNKLEKIPPGAFSELSSLRELYLQNNYLTDEGLDNETFWKLSSLEYLDLSSNNL.... Result: 0 (the proteins do not interact). (5) Result: 0 (the proteins do not interact). Protein 1 (ENSG00000255378) has sequence MYGYRRLRSPRDSQTEPQNDNEGETSLATTQMNPPKRRQVEQGPSTGAKKPSISGAPHLNSYQSLELPQNQQDSGTEELMIVLEQGTEVRLSLEEVILILAPETVLQLTLENTVLVIVPEHVLRSEDGLQSPVQIQYIIPSVDDFSLEFHAQDGDISDMRRENVPFSPAEEGKAAPLYQQPLMIPQANHMAGISPSFLVTPLCIPRCRAAFPQCYPLPPTPSPVGRPRPADSSFSLHGMELLCTSSLRPMPPSPSPGPQVYHRVHHRPPSRARRCLFRK*. Protein 2 (ENSG00000183474) has sequence MDEEPERTKRWEGGYERTWEILKEDESGSLKATIEDILFKAKRKRVFEHHGQVRLGMMRHLYVVVDGSRTMEDQDLKPNRLTCTLKLLEYFVEEYFDQNPISQIGIIVTKSKRAEKLTELSGNPRKHITSLKEAVDMTCHGEPSLYNSLSMAMQTLKHMPGHTSREVLIIFSSLTTCDPSNIYDLIKTLKAAKIRVSVIGLSAEVRVCTVLARETGGTYHVILDESHYKELLTHHLSPPPASSSSECSLIRMGFPQHTIASLSDQDAKPSFSMAHLDGNTEPGLTLGGYFCPQCRAKYCE....